Dataset: Reaction yield outcomes from USPTO patents with 853,638 reactions. Task: Predict the reaction yield, written as a fraction of the theoretical maximum amount of product (1.0 means a 100% yield; for example, 0.34 means a 34% yield). (1) The reactants are [CH3:1][C:2]([NH:4][C:5]1[CH:10]=[CH:9][C:8]([NH2:11])=[CH:7][CH:6]=1)=[O:3].[C:12]([O:18][CH3:19])(=[O:17])[CH2:13][C:14]([CH3:16])=O. The catalyst is CO. The product is [CH3:19][O:18][C:12](=[O:17])[CH:13]=[C:14]([NH:11][C:8]1[CH:9]=[CH:10][C:5]([NH:4][C:2](=[O:3])[CH3:1])=[CH:6][CH:7]=1)[CH3:16]. The yield is 0.470. (2) The reactants are [C:1]([O:4][C@@H:5]1[CH2:9][C@@H:8]([CH2:10][OH:11])[O:7][C@H:6]1[N:12]1[CH:20]=[N:19][C:18]2[C:13]1=[N:14][CH:15]=[N:16][C:17]=2[NH:21][C@@H:22]1[C:30]2[C:25](=[CH:26][CH:27]=[CH:28][CH:29]=2)[CH2:24][CH2:23]1)(=[O:3])[CH3:2].C(N(CC)CC)C.Cl[S:39]([NH2:42])(=[O:41])=[O:40]. The catalyst is CN(C=O)C.C(#N)C.CCOC(C)=O.O. The product is [C:1]([O:4][C@@H:5]1[CH2:9][C@@H:8]([CH2:10][O:11][S:39](=[O:41])(=[O:40])[NH2:42])[O:7][C@H:6]1[N:12]1[CH:20]=[N:19][C:18]2[C:13]1=[N:14][CH:15]=[N:16][C:17]=2[NH:21][C@@H:22]1[C:30]2[C:25](=[CH:26][CH:27]=[CH:28][CH:29]=2)[CH2:24][CH2:23]1)(=[O:3])[CH3:2]. The yield is 0.520. (3) The yield is 0.440. The product is [CH3:32][N:24]1[C:25]([CH2:27][C:28]([OH:30])=[O:29])=[CH:26][C:22]([O:21][CH2:9][CH2:8][CH2:7][C:6]2[C:2]([CH3:1])=[N:3][N:4]([C:11]3[CH:16]=[CH:15][C:14]([C:17]([F:20])([F:19])[F:18])=[CH:13][N:12]=3)[CH:5]=2)=[N:23]1. The catalyst is O1CCCC1. The reactants are [CH3:1][C:2]1[C:6]([CH:7](O)[CH2:8][CH3:9])=[CH:5][N:4]([C:11]2[CH:16]=[CH:15][C:14]([C:17]([F:20])([F:19])[F:18])=[CH:13][N:12]=2)[N:3]=1.[OH:21][C:22]1[CH:26]=[C:25]([CH2:27][C:28]([O:30]C)=[O:29])[N:24]([CH3:32])[N:23]=1.C(P(CCCC)CCCC)CCC.N(C(N1CCCCC1)=O)=NC(N1CCCCC1)=O. (4) The reactants are [C:1]([C:3]1[CH:8]=[CH:7][CH:6]=[CH:5][C:4]=1[C:9]1[CH:14]=[CH:13][C:12]([CH2:15][CH:16]([C:22](=O)[CH2:23][CH2:24][CH3:25])[C:17](OCC)=[O:18])=[CH:11][C:10]=1[CH3:27])#[N:2].[O:28]1[C:32]2([CH2:37][CH2:36][CH:35]([NH:38][C:39]3[NH:43][N:42]=[C:41]([CH3:44])[N:40]=3)[CH2:34][CH2:33]2)[O:31][CH2:30][CH2:29]1.N12CCCN=C1CCCCC2.C(N(CC)C1C=CC=CC=1)C. The catalyst is Cl. The product is [O:28]1[C:32]2([CH2:33][CH2:34][CH:35]([N:38]3[C:17](=[O:18])[C:16]([CH2:15][C:12]4[CH:13]=[CH:14][C:9]([C:4]5[C:3]([C:1]#[N:2])=[CH:8][CH:7]=[CH:6][CH:5]=5)=[C:10]([CH3:27])[CH:11]=4)=[C:22]([CH2:23][CH2:24][CH3:25])[N:43]4[N:42]=[C:41]([CH3:44])[N:40]=[C:39]34)[CH2:36][CH2:37]2)[O:31][CH2:30][CH2:29]1. The yield is 0.530. (5) The reactants are [NH2:1][C:2]1[N:7]=[CH:6][C:5]([C:8]([O:10][CH3:11])=[O:9])=[CH:4][N:3]=1.Br[C:13]1[CH:14]=[N:15][CH:16]=[CH:17][CH:18]=1.C([O-])([O-])=O.[Cs+].[Cs+].O1CCOCC1. The catalyst is CCOC(C)=O.C1C=CC(/C=C/C(/C=C/C2C=CC=CC=2)=O)=CC=1.C1C=CC(/C=C/C(/C=C/C2C=CC=CC=2)=O)=CC=1.C1C=CC(/C=C/C(/C=C/C2C=CC=CC=2)=O)=CC=1.[Pd].[Pd].CC1(C)C2C(=C(P(C3C=CC=CC=3)C3C=CC=CC=3)C=CC=2)OC2C(P(C3C=CC=CC=3)C3C=CC=CC=3)=CC=CC1=2. The product is [N:15]1[CH:16]=[CH:17][CH:18]=[C:13]([NH:1][C:2]2[N:3]=[CH:4][C:5]([C:8]([O:10][CH3:11])=[O:9])=[CH:6][N:7]=2)[CH:14]=1. The yield is 0.470. (6) The reactants are CN(C(ON1N=NC2C=CC=NC1=2)=[N+](C)C)C.F[P-](F)(F)(F)(F)F.[NH2:25][C@:26]1([C:31]([NH:33][S:34]([CH:37]2[CH2:39][CH2:38]2)(=[O:36])=[O:35])=[O:32])[CH2:28][C@H:27]1[CH:29]=[CH2:30].CC1C=CC(S(O)(=O)=O)=CC=1.[CH3:51][C:52]([CH3:95])([CH2:92][CH:93]=[CH2:94])[CH2:53][O:54][C:55]([NH:57][C@@H:58]([CH2:85][CH2:86][CH2:87][CH2:88][CH2:89][CH:90]=[CH2:91])[C:59]([N:61]1[CH2:65][C@:64]([O:80][CH3:81])([C:66]2[CH:75]=[CH:74][C:73]3[C:68](=[CH:69][C:70]([CH:78]=[CH2:79])=[C:71]([O:76][CH3:77])[CH:72]=3)[CH:67]=2)[CH2:63][C@H:62]1[C:82](O)=[O:83])=[O:60])=[O:56].CCN(C(C)C)C(C)C. The catalyst is C(Cl)Cl. The product is [CH:37]1([S:34]([NH:33][C:31]([C@@:26]2([NH:25][C:82]([C@@H:62]3[CH2:63][C@@:64]([O:80][CH3:81])([C:66]4[CH:75]=[CH:74][C:73]5[C:68](=[CH:69][C:70]([CH:78]=[CH2:79])=[C:71]([O:76][CH3:77])[CH:72]=5)[CH:67]=4)[CH2:65][N:61]3[C:59](=[O:60])[C@@H:58]([NH:57][C:55](=[O:56])[O:54][CH2:53][C:52]([CH3:95])([CH3:51])[CH2:92][CH:93]=[CH2:94])[CH2:85][CH2:86][CH2:87][CH2:88][CH2:89][CH:90]=[CH2:91])=[O:83])[CH2:28][C@H:27]2[CH:29]=[CH2:30])=[O:32])(=[O:36])=[O:35])[CH2:39][CH2:38]1. The yield is 0.290. (7) The reactants are [Cl:1][C:2]1[CH:3]=[C:4]2[C:9](=[CH:10][CH:11]=1)[N:8]=[CH:7][CH:6]=[CH:5]2.C1C=C(Cl)C=C(C(OO)=[O:20])C=1. The catalyst is C(Cl)Cl. The product is [Cl:1][C:2]1[CH:3]=[C:4]2[C:9](=[CH:10][CH:11]=1)[N+:8]([O-:20])=[CH:7][CH:6]=[CH:5]2. The yield is 0.940. (8) The reactants are Br[C:2]1[CH:26]=[CH:25][C:5]2[N:6]=[C:7]([NH:9][C:10]([N:12]3[CH2:17][CH2:16][C:15](=[CH:18][C:19]4[CH:24]=[CH:23][CH:22]=[CH:21][N:20]=4)[CH2:14][CH2:13]3)=[O:11])[S:8][C:4]=2[CH:3]=1.[CH3:27][C:28]1[C:32](B2OC(C)(C)C(C)(C)O2)=[C:31]([CH3:42])[O:30][N:29]=1.CC(C)([O-])C.[Na+].[Cl-].[NH4+]. The catalyst is C(COC)OC.O.C1C=CC([P]([Pd]([P](C2C=CC=CC=2)(C2C=CC=CC=2)C2C=CC=CC=2)([P](C2C=CC=CC=2)(C2C=CC=CC=2)C2C=CC=CC=2)[P](C2C=CC=CC=2)(C2C=CC=CC=2)C2C=CC=CC=2)(C2C=CC=CC=2)C2C=CC=CC=2)=CC=1. The product is [CH3:27][C:28]1[C:32]([C:2]2[CH:26]=[CH:25][C:5]3[N:6]=[C:7]([NH:9][C:10]([N:12]4[CH2:17][CH2:16][C:15](=[CH:18][C:19]5[CH:24]=[CH:23][CH:22]=[CH:21][N:20]=5)[CH2:14][CH2:13]4)=[O:11])[S:8][C:4]=3[CH:3]=2)=[C:31]([CH3:42])[O:30][N:29]=1. The yield is 0.880. (9) The reactants are [CH2:1]([C@@H:3]([CH2:6][CH2:7][CH3:8])[CH2:4][OH:5])[CH3:2].CCN(CC)CC.[CH3:16][S:17](Cl)(=[O:19])=[O:18]. The catalyst is C(Cl)Cl. The product is [CH2:1]([C@@H:3]([CH2:6][CH2:7][CH3:8])[CH2:4][O:5][S:17]([CH3:16])(=[O:19])=[O:18])[CH3:2]. The yield is 1.00. (10) The reactants are C(=O)([O-])[O-].[K+].[K+].[CH3:7][N:8]([C:25]1[CH:30]=[CH:29][CH:28]=[CH:27][CH:26]=1)[C:9]1[N:14]=[C:13]([NH2:15])[N:12]=[C:11]([C:16]2[N:20]=[C:19](C(Cl)(Cl)Cl)[O:18][N:17]=2)[N:10]=1.Cl.[CH:32]1([CH2:35][O:36][CH2:37][CH:38]2[CH2:43][CH2:42][NH:41][CH2:40][CH2:39]2)[CH2:34][CH2:33]1. The catalyst is CN(C=O)C. The product is [CH:32]1([CH2:35][O:36][CH2:37][CH:38]2[CH2:43][CH2:42][N:41]([C:19]3[O:18][N:17]=[C:16]([C:11]4[N:10]=[C:9]([N:8]([CH3:7])[C:25]5[CH:30]=[CH:29][CH:28]=[CH:27][CH:26]=5)[N:14]=[C:13]([NH2:15])[N:12]=4)[N:20]=3)[CH2:40][CH2:39]2)[CH2:33][CH2:34]1. The yield is 0.160.